From a dataset of Full USPTO retrosynthesis dataset with 1.9M reactions from patents (1976-2016). Predict the reactants needed to synthesize the given product. The reactants are: [NH2:1][C:2]1[C:11]2[C:6](=[CH:7][C:8]([CH2:12][N:13]3[CH2:18][CH2:17][N:16]([C:19](=[O:29])[CH2:20][C:21]([C:23]4[S:24][C:25]([Cl:28])=[CH:26][CH:27]=4)=[O:22])[CH:15]([CH2:30][CH2:31][CH3:32])[C:14]3=[O:33])=[CH:9][CH:10]=2)[N:5]=[CH:4][N:3]=1.[H-].[Na+].C1C=CC(S(N(S(C2C=CC=CC=2)(=O)=O)[F:46])(=O)=O)=CC=1.C(O)(=O)C. Given the product [NH2:1][C:2]1[C:11]2[C:6](=[CH:7][C:8]([CH2:12][N:13]3[CH2:18][CH2:17][N:16]([C:19](=[O:29])[CH:20]([F:46])[C:21]([C:23]4[S:24][C:25]([Cl:28])=[CH:26][CH:27]=4)=[O:22])[CH:15]([CH2:30][CH2:31][CH3:32])[C:14]3=[O:33])=[CH:9][CH:10]=2)[N:5]=[CH:4][N:3]=1, predict the reactants needed to synthesize it.